Dataset: Full USPTO retrosynthesis dataset with 1.9M reactions from patents (1976-2016). Task: Predict the reactants needed to synthesize the given product. The reactants are: Br[C:2]1[C:3]([N:22]2[CH2:26][CH2:25][C@H:24]([CH2:27][OH:28])[CH2:23]2)=[N:4][CH:5]=[C:6]([CH:21]=1)[C:7]([NH:9][C:10]1[CH:15]=[CH:14][C:13]([O:16][C:17]([F:20])([F:19])[F:18])=[CH:12][CH:11]=1)=[O:8].[NH:29]1[CH:33]=[CH:32][C:31](B(O)O)=[N:30]1. Given the product [OH:28][CH2:27][C@H:24]1[CH2:25][CH2:26][N:22]([C:3]2[C:2]([C:31]3[NH:30][N:29]=[CH:33][CH:32]=3)=[CH:21][C:6]([C:7]([NH:9][C:10]3[CH:15]=[CH:14][C:13]([O:16][C:17]([F:20])([F:19])[F:18])=[CH:12][CH:11]=3)=[O:8])=[CH:5][N:4]=2)[CH2:23]1, predict the reactants needed to synthesize it.